Dataset: Reaction yield outcomes from USPTO patents with 853,638 reactions. Task: Predict the reaction yield, written as a fraction of the theoretical maximum amount of product (1.0 means a 100% yield; for example, 0.34 means a 34% yield). (1) The catalyst is C(Cl)Cl. The yield is 0.260. The reactants are [Cl:1][C:2]1[CH:18]=[CH:17][C:5]([C:6]([NH:8][C:9]2[C:14]([F:15])=[CH:13][NH:12][C:11](=[O:16])[N:10]=2)=[O:7])=[CH:4][CH:3]=1.CCN(CC)CC.[Cl:26][C:27]1[CH:32]=[CH:31][C:30]([S:33](Cl)(=[O:35])=[O:34])=[CH:29][CH:28]=1. The product is [Cl:1][C:2]1[CH:18]=[CH:17][C:5]([C:6]([NH:8][C:9]2[C:14]([F:15])=[CH:13][N:12]([S:33]([C:30]3[CH:31]=[CH:32][C:27]([Cl:26])=[CH:28][CH:29]=3)(=[O:35])=[O:34])[C:11](=[O:16])[N:10]=2)=[O:7])=[CH:4][CH:3]=1. (2) The reactants are [Br:1][C:2]1[C:7]([O:8][CH2:9][C:10]([C:12]2[C:17]([F:18])=[CH:16][CH:15]=[CH:14][C:13]=2[F:19])=O)=[CH:6][CH:5]=[CH:4][N:3]=1.C([BH3-])#[N:21].[Na+].CCOC(C)=O.CCCCCC.O. The catalyst is CO. The product is [Br:1][C:2]1[C:7]([O:8][CH2:9][CH:10]([NH2:21])[C:12]2[C:17]([F:18])=[CH:16][CH:15]=[CH:14][C:13]=2[F:19])=[CH:6][CH:5]=[CH:4][N:3]=1. The yield is 0.470. (3) The reactants are [CH2:1]([N:5]1[C:13]2[N:12]=[C:11]([Cl:14])[N:10](CC=C)[C:9]=2[C:8](=[O:18])[N:7]([CH2:19][CH2:20][CH2:21][C:22]#[N:23])[C:6]1=[O:24])[CH2:2][CH2:3][CH3:4].C1([SiH3])C=CC=CC=1. The catalyst is C1C=CC([P]([Pd]([P](C2C=CC=CC=2)(C2C=CC=CC=2)C2C=CC=CC=2)([P](C2C=CC=CC=2)(C2C=CC=CC=2)C2C=CC=CC=2)[P](C2C=CC=CC=2)(C2C=CC=CC=2)C2C=CC=CC=2)(C2C=CC=CC=2)C2C=CC=CC=2)=CC=1. The product is [CH2:1]([N:5]1[C:13]2[N:12]=[C:11]([Cl:14])[NH:10][C:9]=2[C:8](=[O:18])[N:7]([CH2:19][CH2:20][CH2:21][C:22]#[N:23])[C:6]1=[O:24])[CH2:2][CH2:3][CH3:4]. The yield is 0.600. (4) The reactants are [C:1]([C:3]1[N:7]2[CH2:8][CH2:9][N:10]([CH3:24])[C:11]3([CH2:16][CH2:15][N:14](C(OC(C)(C)C)=O)[CH2:13][CH2:12]3)[C:6]2=[CH:5][CH:4]=1)#[N:2].[ClH:25]. The catalyst is O1CCOCC1. The product is [ClH:25].[ClH:25].[CH3:24][N:10]1[C:11]2([CH2:16][CH2:15][NH:14][CH2:13][CH2:12]2)[C:6]2=[CH:5][CH:4]=[C:3]([C:1]#[N:2])[N:7]2[CH2:8][CH2:9]1. The yield is 0.990. (5) The reactants are [Cl:1][C:2]1[CH:9]=[CH:8][C:5]([CH:6]=O)=[CH:4][C:3]=1[F:10].[C:11]([CH2:13][C:14]([O:16][CH2:17][CH3:18])=[O:15])#[N:12].N1CCCCC1. The catalyst is C1(C)C=CC=CC=1. The product is [Cl:1][C:2]1[CH:9]=[CH:8][C:5]([CH:6]=[C:13]([C:11]#[N:12])[C:14]([O:16][CH2:17][CH3:18])=[O:15])=[CH:4][C:3]=1[F:10]. The yield is 0.880.